Dataset: Peptide-MHC class I binding affinity with 185,985 pairs from IEDB/IMGT. Task: Regression. Given a peptide amino acid sequence and an MHC pseudo amino acid sequence, predict their binding affinity value. This is MHC class I binding data. (1) The peptide sequence is SRYFGNVRLR. The MHC is HLA-A11:01 with pseudo-sequence HLA-A11:01. The binding affinity (normalized) is 0.0466. (2) The peptide sequence is YSGNIVHRY. The MHC is HLA-A25:01 with pseudo-sequence HLA-A25:01. The binding affinity (normalized) is 0.0847. (3) The peptide sequence is LPYNWKNFY. The MHC is HLA-B07:02 with pseudo-sequence HLA-B07:02. The binding affinity (normalized) is 0.275.